Dataset: Catalyst prediction with 721,799 reactions and 888 catalyst types from USPTO. Task: Predict which catalyst facilitates the given reaction. (1) Reactant: [CH3:1][O:2][C:3]([C@@H:5]1[C@H:9]([C:10]2[CH:15]=[CH:14][CH:13]=[C:12]([CH:16]([CH3:18])[CH3:17])[CH:11]=2)[CH2:8][N:7](CC2C=CC=CC=2)[CH2:6]1)=[O:4]. Product: [CH3:1][O:2][C:3]([C@@H:5]1[C@H:9]([C:10]2[CH:15]=[CH:14][CH:13]=[C:12]([CH:16]([CH3:18])[CH3:17])[CH:11]=2)[CH2:8][NH:7][CH2:6]1)=[O:4]. The catalyst class is: 320. (2) The catalyst class is: 9. Reactant: [CH2:1]([O:3][C:4]([C:6]1[NH:7][C:8]2[C:13]([C:14]=1[CH2:15][C:16]1[C:25]3[C:20](=[CH:21][CH:22]=[CH:23][CH:24]=3)[CH:19]=[CH:18][CH:17]=1)=[CH:12][CH:11]=[CH:10][CH:9]=2)=[O:5])[CH3:2].[H-].[Na+]. Product: [CH2:1]([O:3][C:4]([C:6]1[N:7]([CH2:6][C:4]([O:3][CH2:1][CH3:2])=[O:5])[C:8]2[C:13]([C:14]=1[CH2:15][C:16]1[C:25]3[C:20](=[CH:21][CH:22]=[CH:23][CH:24]=3)[CH:19]=[CH:18][CH:17]=1)=[CH:12][CH:11]=[CH:10][CH:9]=2)=[O:5])[CH3:2]. (3) Product: [Br:1][C:2]1[CH:14]=[CH:13][C:5]2[C:6]3[N:10]=[CH:9][N:8]([C:16]4[CH:17]=[CH:18][C:19]([O:22][C:23]([F:24])([F:25])[F:26])=[CH:20][CH:21]=4)[C:7]=3[CH:11]=[CH:12][C:4]=2[CH:3]=1. The catalyst class is: 18. Reactant: [Br:1][C:2]1[CH:14]=[CH:13][C:5]2[C:6]3[N:10]=[CH:9][NH:8][C:7]=3[CH:11]=[CH:12][C:4]=2[CH:3]=1.F[C:16]1[CH:21]=[CH:20][C:19]([O:22][C:23]([F:26])([F:25])[F:24])=[CH:18][CH:17]=1.C([O-])([O-])=O.[Cs+].[Cs+]. (4) Reactant: [OH:1][C:2]1[C:9]([OH:10])=[CH:8][CH:7]=[CH:6][C:3]=1[C:4]#[N:5].[H-].[Na+].CC1C=CC(S(O[CH2:24][CH2:25][O:26][CH2:27][CH2:28][O:29][CH3:30])(=O)=O)=CC=1. Product: [OH:1][C:2]1[C:9]([O:10][CH2:24][CH2:25][O:26][CH2:27][CH2:28][O:29][CH3:30])=[CH:8][CH:7]=[CH:6][C:3]=1[C:4]#[N:5]. The catalyst class is: 16. (5) The catalyst class is: 4. Product: [F:16][C:17]([F:22])([F:21])[C:18]([OH:20])=[O:19].[CH3:14][N:11]1[CH2:12][CH2:13][NH:8][CH2:9][C:10]1=[O:15]. Reactant: C(OC([N:8]1[CH2:13][CH2:12][N:11]([CH3:14])[C:10](=[O:15])[CH2:9]1)=O)(C)(C)C.[F:16][C:17]([F:22])([F:21])[C:18]([OH:20])=[O:19].